Dataset: NCI-60 drug combinations with 297,098 pairs across 59 cell lines. Task: Regression. Given two drug SMILES strings and cell line genomic features, predict the synergy score measuring deviation from expected non-interaction effect. Drug 1: CN(C)N=NC1=C(NC=N1)C(=O)N. Drug 2: CCCCCOC(=O)NC1=NC(=O)N(C=C1F)C2C(C(C(O2)C)O)O. Cell line: HT29. Synergy scores: CSS=-0.167, Synergy_ZIP=-0.257, Synergy_Bliss=-0.224, Synergy_Loewe=-7.53, Synergy_HSA=-3.34.